From a dataset of Catalyst prediction with 721,799 reactions and 888 catalyst types from USPTO. Predict which catalyst facilitates the given reaction. (1) Reactant: [CH3:1][O:2][C:3]1[CH:8]=[CH:7][C:6]([CH2:9][CH2:10][NH:11][C:12]2[CH:17]=[CH:16][CH:15]=[CH:14][N:13]=2)=[CH:5][CH:4]=1.C([O-])([O-])=O.[K+].[K+].[F:24][C:25]([F:39])([F:38])[C:26]1[CH:33]=[C:32]([C:34]([F:37])([F:36])[F:35])[CH:31]=[CH:30][C:27]=1[CH2:28]Br. Product: [F:24][C:25]([F:38])([F:39])[C:26]1[CH:33]=[C:32]([C:34]([F:37])([F:35])[F:36])[CH:31]=[CH:30][C:27]=1[CH2:28][N:11]([CH2:10][CH2:9][C:6]1[CH:5]=[CH:4][C:3]([O:2][CH3:1])=[CH:8][CH:7]=1)[C:12]1[CH:17]=[CH:16][CH:15]=[CH:14][N:13]=1. The catalyst class is: 12. (2) Reactant: [O:1]1[C:5]2[CH:6]=[CH:7][C:8]([C:10]([OH:12])=O)=[CH:9][C:4]=2[CH:3]=[CH:2]1.CCN=C=NCCCN(C)C.Cl.[CH3:25][C:26]1([CH3:34])[O:31][C:30](=[O:32])[CH2:29][C:28](=[O:33])[O:27]1. Product: [O:1]1[C:5]2[CH:6]=[CH:7][C:8]([C:10]([CH:29]3[C:30](=[O:32])[O:31][C:26]([CH3:34])([CH3:25])[O:27][C:28]3=[O:33])=[O:12])=[CH:9][C:4]=2[CH:3]=[CH:2]1. The catalyst class is: 112. (3) Reactant: Br[C:2]1[C:11]2[C:6](=[CH:7][CH:8]=[CH:9][CH:10]=2)[C:5](=[O:12])[N:4]([C:13]2[CH:18]=[CH:17][C:16]([Cl:19])=[CH:15][CH:14]=2)[N:3]=1.[C:20]([N:24]1[C:28]([NH2:29])=[CH:27][C:26]([CH3:30])=[N:25]1)([CH3:23])([CH3:22])[CH3:21].C(=O)([O-])[O-].[Cs+].[Cs+].C1(P(C2C=CC=CC=2)C2C3OC4C(=CC=CC=4P(C4C=CC=CC=4)C4C=CC=CC=4)C(C)(C)C=3C=CC=2)C=CC=CC=1. Product: [C:20]([N:24]1[C:28]([NH:29][C:2]2[C:11]3[C:6](=[CH:7][CH:8]=[CH:9][CH:10]=3)[C:5](=[O:12])[N:4]([C:13]3[CH:18]=[CH:17][C:16]([Cl:19])=[CH:15][CH:14]=3)[N:3]=2)=[CH:27][C:26]([CH3:30])=[N:25]1)([CH3:23])([CH3:22])[CH3:21]. The catalyst class is: 12. (4) Reactant: [BH4-].[Na+].[OH:3][C:4]1[CH:9]=[C:8]([O:10][CH3:11])[CH:7]=[CH:6][C:5]=1[C:12]([C:14]1[CH:19]=[CH:18][CH:17]=[CH:16][CH:15]=1)=[O:13]. Product: [OH:13][CH:12]([C:14]1[CH:15]=[CH:16][CH:17]=[CH:18][CH:19]=1)[C:5]1[CH:6]=[CH:7][C:8]([O:10][CH3:11])=[CH:9][C:4]=1[OH:3]. The catalyst class is: 353. (5) Reactant: [CH:1]1[CH2:5][CH:4]=[CH:3][CH:2]=1.[OH:6][CH2:7][CH2:8][O:9][C:10](=[O:13])C=C.O1CC[CH2:16][CH2:15]1. Product: [CH:2]12[CH2:1][CH:5]([CH:15]=[CH:16]1)[CH2:4][CH:3]2[C:10]([O:9][CH2:8][CH2:7][OH:6])=[O:13]. The catalyst class is: 28. (6) Reactant: [F:1][C:2]1[CH:3]=[N:4][CH:5]=[CH:6][C:7]=1[CH2:8]O.P(Br)(Br)[Br:11].O. Product: [Br:11][CH2:8][C:7]1[CH:6]=[CH:5][N:4]=[CH:3][C:2]=1[F:1]. The catalyst class is: 22. (7) Reactant: C1COCC1.[C:6](#[N:9])[CH2:7][CH3:8].[CH3:10][O:11][CH2:12][CH2:13][C:14]([O:16]C)=O. Product: [CH3:10][O:11][CH2:12][CH2:13][C:14](=[O:16])[CH:7]([CH3:8])[C:6]#[N:9]. The catalyst class is: 6.